Dataset: Forward reaction prediction with 1.9M reactions from USPTO patents (1976-2016). Task: Predict the product of the given reaction. (1) The product is: [NH2:1][CH2:2][C@@H:3]1[C@@H:8]([CH3:9])[CH2:7][CH2:6][CH2:5][N:4]1[C:31]([C:30]1[CH:34]=[C:26]([CH3:25])[CH:27]=[CH:28][C:29]=1[C:35]1[CH:36]=[N:37][N:38]([CH3:40])[CH:39]=1)=[O:33]. Given the reactants [NH2:1][CH2:2][C@@H:3]1[C@@H:8]([CH3:9])[CH2:7][CH2:6][CH2:5][N:4]1C(C1N=C(C)SC=1C1C=CC(F)=CC=1)=O.[CH3:25][C:26]1[CH:27]=[CH:28][C:29]([C:35]2[CH:36]=[N:37][N:38]([CH3:40])[CH:39]=2)=[C:30]([CH:34]=1)[C:31]([OH:33])=O, predict the reaction product. (2) Given the reactants [K+].[C:2]([C:4]1[CH:13]=[C:12]([F:14])[C:7]2[N:8]=[C:9]([S-:11])[S:10][C:6]=2[C:5]=1[F:15])#[N:3].[K].S[C:18]1SC2C(N=1)=NC=C(C(OCC)=O)C=2, predict the reaction product. The product is: [F:14][C:12]1[C:7]2[N:8]=[C:9]([S:11][CH3:18])[S:10][C:6]=2[C:5]([F:15])=[C:4]([C:2]#[N:3])[CH:13]=1. (3) Given the reactants [F:1][C@H:2]([CH2:16]OS(C1C=CC(C)=CC=1)(=O)=O)[CH2:3][N:4]1[CH:8]=[C:7]([C:9]([O:11][C:12]([CH3:15])([CH3:14])[CH3:13])=[O:10])[N:6]=[N:5]1.[Na+].[I-:29], predict the reaction product. The product is: [F:1][C@H:2]([CH2:16][I:29])[CH2:3][N:4]1[CH:8]=[C:7]([C:9]([O:11][C:12]([CH3:15])([CH3:14])[CH3:13])=[O:10])[N:6]=[N:5]1. (4) Given the reactants [CH2:1]([O:8][C:9]([NH:11][C@H:12]1[CH2:16][CH2:15][N:14]([C@H:17]2[CH2:22][CH2:21][C@@H:20]([NH:23][C:24](=[O:30])[O:25][C:26]([CH3:29])([CH3:28])[CH3:27])[CH2:19][C@H:18]2[CH2:31]O)[C:13]1=[O:33])=[O:10])[C:2]1[CH:7]=[CH:6][CH:5]=[CH:4][CH:3]=1.[C:34]1([S:40][S:40][C:34]2[CH:39]=[CH:38][CH:37]=[CH:36][CH:35]=2)[CH:39]=[CH:38][CH:37]=[CH:36][CH:35]=1.P(CCCC)(CCCC)CCCC, predict the reaction product. The product is: [CH2:1]([O:8][C:9]([NH:11][C@H:12]1[CH2:16][CH2:15][N:14]([C@H:17]2[CH2:22][CH2:21][C@@H:20]([NH:23][C:24](=[O:30])[O:25][C:26]([CH3:29])([CH3:28])[CH3:27])[CH2:19][C@H:18]2[CH2:31][S:40][C:34]2[CH:39]=[CH:38][CH:37]=[CH:36][CH:35]=2)[C:13]1=[O:33])=[O:10])[C:2]1[CH:7]=[CH:6][CH:5]=[CH:4][CH:3]=1. (5) Given the reactants [CH2:1]([OH:19])[CH2:2][CH2:3][CH2:4][CH2:5][CH2:6][CH2:7][CH2:8][CH2:9][CH2:10][CH2:11][CH2:12][CH2:13][CH2:14][CH2:15][CH2:16][CH2:17][CH3:18].[Cl:20][C:21](Cl)([O:23]C(=O)OC(Cl)(Cl)Cl)Cl.N1C=CC=CC=1, predict the reaction product. The product is: [Cl:20][C:21]([O:19][CH2:1][CH2:2][CH2:3][CH2:4][CH2:5][CH2:6][CH2:7][CH2:8][CH2:9][CH2:10][CH2:11][CH2:12][CH2:13][CH2:14][CH2:15][CH2:16][CH2:17][CH3:18])=[O:23]. (6) Given the reactants [Br:1][C:2]1[C:3](=[O:29])[N:4]([C:19]2[CH:20]=[C:21]([CH:25]=[CH:26][C:27]=2[F:28])[C:22](O)=[O:23])[C:5]([CH3:18])=[CH:6][C:7]=1[O:8][CH2:9][C:10]1[CH:15]=[CH:14][C:13]([F:16])=[CH:12][C:11]=1[F:17].C[N:31]1CCOCC1.ClC1N=C(OC)N=C(OC)N=1.[NH4+].[OH-], predict the reaction product. The product is: [Br:1][C:2]1[C:3](=[O:29])[N:4]([C:19]2[CH:20]=[C:21]([CH:25]=[CH:26][C:27]=2[F:28])[C:22]([NH2:31])=[O:23])[C:5]([CH3:18])=[CH:6][C:7]=1[O:8][CH2:9][C:10]1[CH:15]=[CH:14][C:13]([F:16])=[CH:12][C:11]=1[F:17].